This data is from NCI-60 drug combinations with 297,098 pairs across 59 cell lines. The task is: Regression. Given two drug SMILES strings and cell line genomic features, predict the synergy score measuring deviation from expected non-interaction effect. Drug 1: C1CC(=O)NC(=O)C1N2CC3=C(C2=O)C=CC=C3N. Drug 2: CC1=C(C(=O)C2=C(C1=O)N3CC4C(C3(C2COC(=O)N)OC)N4)N. Cell line: LOX IMVI. Synergy scores: CSS=34.1, Synergy_ZIP=-2.80, Synergy_Bliss=-3.63, Synergy_Loewe=-13.6, Synergy_HSA=-1.57.